Dataset: Forward reaction prediction with 1.9M reactions from USPTO patents (1976-2016). Task: Predict the product of the given reaction. (1) Given the reactants [C:1]([C:3]1[CH:11]=[CH:10][C:6]([C:7]([OH:9])=[O:8])=[C:5]([CH3:12])[CH:4]=1)#[N:2].[OH-:13].[K+], predict the reaction product. The product is: [NH2:2][C:1]([C:3]1[CH:11]=[CH:10][C:6]([C:7]([OH:9])=[O:8])=[C:5]([CH3:12])[CH:4]=1)=[O:13]. (2) Given the reactants C([O:4][CH2:5][C:6]([N:8]1[CH2:13][CH2:12][CH:11]([NH:14][C:15]([C:17]2[N:29]([CH3:30])[C:28]3[C:27]4[CH:26]=[CH:25][CH:24]=[CH:23][C:22]=4[N:21]([CH2:31][C:32]4[CH:37]=[CH:36][CH:35]=[C:34]([O:38][C:39]([F:42])([F:41])[F:40])[CH:33]=4)[C:20](=[O:43])[C:19]=3[C:18]=2[O:44][CH3:45])=[O:16])[CH2:10][CH2:9]1)=[O:7])(=O)C.C(=O)([O-])[O-].[K+].[K+].CO.O, predict the reaction product. The product is: [OH:4][CH2:5][C:6]([N:8]1[CH2:13][CH2:12][CH:11]([NH:14][C:15]([C:17]2[N:29]([CH3:30])[C:28]3[C:27]4[CH:26]=[CH:25][CH:24]=[CH:23][C:22]=4[N:21]([CH2:31][C:32]4[CH:37]=[CH:36][CH:35]=[C:34]([O:38][C:39]([F:41])([F:42])[F:40])[CH:33]=4)[C:20](=[O:43])[C:19]=3[C:18]=2[O:44][CH3:45])=[O:16])[CH2:10][CH2:9]1)=[O:7]. (3) Given the reactants CS(O[CH2:6][C@@H:7]([NH:14][C:15]([O:17][C:18]([CH3:21])([CH3:20])[CH3:19])=[O:16])[C:8]1[CH:13]=[CH:12][CH:11]=[CH:10][CH:9]=1)(=O)=O.[CH3:22][S-:23].[Na+].O1CCOCC1, predict the reaction product. The product is: [CH3:22][S:23][CH2:6][C@@H:7]([NH:14][C:15](=[O:16])[O:17][C:18]([CH3:19])([CH3:20])[CH3:21])[C:8]1[CH:9]=[CH:10][CH:11]=[CH:12][CH:13]=1. (4) The product is: [CH3:1][C:2]1[CH:7]=[C:6]([N:8]2[CH2:12][CH2:11][CH:10]([N:13]3[CH2:17][CH2:16][CH2:15][CH:14]3[CH3:18])[CH2:9]2)[CH:5]=[CH:4][C:3]=1[NH:19][C:29](=[O:30])[C:28]1[CH:32]=[CH:33][C:25]([N:20]2[CH:24]=[CH:23][CH:22]=[N:21]2)=[N:26][CH:27]=1. Given the reactants [CH3:1][C:2]1[CH:7]=[C:6]([N:8]2[CH2:12][CH2:11][CH:10]([N:13]3[CH2:17][CH2:16][CH2:15][CH:14]3[CH3:18])[CH2:9]2)[CH:5]=[CH:4][C:3]=1[NH2:19].[N:20]1([C:25]2[CH:33]=[CH:32][C:28]([C:29](O)=[O:30])=[CH:27][N:26]=2)[CH:24]=[CH:23][CH:22]=[N:21]1, predict the reaction product. (5) Given the reactants [CH:1]1[CH:2]=[C:3]([N:9]2[CH2:14][CH2:13][N:12]([CH2:15][CH2:16][CH2:17][CH2:18][O:19][C:20]3[CH:21]=[CH:22][C:23]4[CH2:30][CH2:29][C:27](=[O:28])[NH:26][C:24]=4[CH:25]=3)[CH2:11][CH2:10]2)[C:4]([Cl:8])=[C:5]([Cl:7])[CH:6]=1.[C:31]([OH:42])(=[O:41])[C:32]1[CH:40]=[CH:39][C:35]([C:36]([OH:38])=[O:37])=[CH:34][CH:33]=1, predict the reaction product. The product is: [CH:1]1[CH:2]=[C:3]([N:9]2[CH2:14][CH2:13][N:12]([CH2:15][CH2:16][CH2:17][CH2:18][O:19][C:20]3[CH:21]=[CH:22][C:23]4[CH2:30][CH2:29][C:27](=[O:28])[NH:26][C:24]=4[CH:25]=3)[CH2:11][CH2:10]2)[C:4]([Cl:8])=[C:5]([Cl:7])[CH:6]=1.[C:31]([OH:42])(=[O:41])[C:32]1[CH:40]=[CH:39][C:35]([C:36]([OH:38])=[O:37])=[CH:34][CH:33]=1. (6) Given the reactants [CH3:1][C:2]1[O:3][CH:4]=[CH:5][C:6]=1[C:7]1[C:12]([C:13]2[CH:18]=[CH:17][N:16]=[CH:15][CH:14]=2)=[CH:11][N:10]=[C:9]([N:19]2[CH2:24][CH2:23][CH2:22][CH:21]([CH3:25])[CH2:20]2)[N:8]=1.[ClH:26], predict the reaction product. The product is: [ClH:26].[CH3:1][C:2]1[O:3][CH:4]=[CH:5][C:6]=1[C:7]1[C:12]([C:13]2[CH:14]=[CH:15][N:16]=[CH:17][CH:18]=2)=[CH:11][N:10]=[C:9]([N:19]2[CH2:24][CH2:23][CH2:22][CH:21]([CH3:25])[CH2:20]2)[N:8]=1.